Dataset: Full USPTO retrosynthesis dataset with 1.9M reactions from patents (1976-2016). Task: Predict the reactants needed to synthesize the given product. The reactants are: Br[C:2]1[CH:3]=[C:4]([CH3:7])[O:5][CH:6]=1.[NH2:8][C:9]1[CH:10]=[C:11](B(O)O)[CH:12]=[CH:13][CH:14]=1.C(=O)([O-])[O-].[Na+].[Na+].S([O-])([O-])(=O)=O.[Mg+2]. Given the product [CH3:7][C:4]1[O:5][CH:6]=[C:2]([C:13]2[CH:14]=[C:9]([CH:10]=[CH:11][CH:12]=2)[NH2:8])[CH:3]=1, predict the reactants needed to synthesize it.